This data is from Full USPTO retrosynthesis dataset with 1.9M reactions from patents (1976-2016). The task is: Predict the reactants needed to synthesize the given product. (1) The reactants are: [Mg].[CH3:2]I.[CH3:4][C:5]1[CH:10]=[C:9]([CH3:11])[CH:8]=[C:7]([CH3:12])[C:6]=1[CH2:13]C(OC)=O.C([O:20][CH2:21][CH3:22])C. Given the product [CH3:2][C:21]([OH:20])([CH3:22])[CH2:13][C:6]1[C:7]([CH3:12])=[CH:8][C:9]([CH3:11])=[CH:10][C:5]=1[CH3:4], predict the reactants needed to synthesize it. (2) Given the product [NH2:7][CH2:8]/[CH:9]=[CH:10]/[C:11]1[CH:12]=[C:13]2[C:18](=[CH:19][CH:20]=1)[N:17]=[CH:16][N:15]=[C:14]2[NH:21][C:22]1[CH:27]=[CH:26][C:25]([O:28][C:29]2[CH:30]=[N:31][C:32]([CH3:35])=[CH:33][CH:34]=2)=[C:24]([Cl:36])[CH:23]=1, predict the reactants needed to synthesize it. The reactants are: C(OC(=O)[NH:7][CH2:8]/[CH:9]=[CH:10]/[C:11]1[CH:12]=[C:13]2[C:18](=[CH:19][CH:20]=1)[N:17]=[CH:16][N:15]=[C:14]2[NH:21][C:22]1[CH:27]=[CH:26][C:25]([O:28][C:29]2[CH:30]=[N:31][C:32]([CH3:35])=[CH:33][CH:34]=2)=[C:24]([Cl:36])[CH:23]=1)(C)(C)C.Cl.C(=O)([O-])[O-].[K+].[K+].C(Cl)Cl. (3) Given the product [C:39]([N:29]1[CH2:30][CH2:31][CH:27]([N:19]2[C:20]([C:21]3[CH:22]=[CH:23][CH:24]=[CH:25][CH:26]=3)=[C:16]([C:14]([N:13]3[CH2:12][CH2:11][N:10]([C:32]([O:34][C:2]([CH3:7])([CH3:3])[CH3:1])=[O:33])[CH2:9][C@H:8]3[CH2:1][C:2]3[CH:7]=[CH:6][CH:5]=[CH:4][CH:3]=3)=[O:15])[N:17]=[CH:18]2)[CH2:28]1)(=[O:46])[C:40]1[CH:45]=[CH:44][CH:43]=[CH:42][CH:41]=1, predict the reactants needed to synthesize it. The reactants are: [CH2:1]([C@H:8]1[N:13]([C:14]([C:16]2[N:17]=[CH:18][N:19]([CH:27]3[CH2:31][CH2:30][NH:29][CH2:28]3)[C:20]=2[C:21]2[CH:26]=[CH:25][CH:24]=[CH:23][CH:22]=2)=[O:15])[CH2:12][CH2:11][N:10]([C:32]([O:34]CCCC)=[O:33])[CH2:9]1)[C:2]1[CH:7]=[CH:6][CH:5]=[CH:4][CH:3]=1.[C:39](Cl)(=[O:46])[C:40]1[CH:45]=[CH:44][CH:43]=[CH:42][CH:41]=1.C(=O)(O)[O-].[Na+]. (4) The reactants are: Br[C:2]1[CH:7]=[CH:6][CH:5]=[C:4]([O:8][CH2:9][O:10][CH3:11])[CH:3]=1.BrC1C=C(O)C=CC=1.C([Li])CCC.CCCCCC.[C:31]([O:35][C:36]([NH:38][CH2:39][CH2:40][C:41](O)=[O:42])=[O:37])([CH3:34])([CH3:33])[CH3:32].Cl.CNOC.[Cl-].[NH4+]. Given the product [CH3:11][O:10][CH2:9][O:8][C:4]1[CH:3]=[C:2]([C:41](=[O:42])[CH2:40][CH2:39][NH:38][C:36](=[O:37])[O:35][C:31]([CH3:32])([CH3:33])[CH3:34])[CH:7]=[CH:6][CH:5]=1, predict the reactants needed to synthesize it. (5) Given the product [CH:31]([N:34]1[CH2:39][CH2:38][CH:37]([NH:40][C:12]2[C:13]([C:18]3[NH:19][C:20](=[O:30])[C:21]4[C:27]([O:28][CH3:29])=[CH:26][N:25]=[CH:24][C:22]=4[N:23]=3)=[N:14][CH:15]=[CH:16][CH:17]=2)[CH2:36][CH2:35]1)([CH3:33])[CH3:32], predict the reactants needed to synthesize it. The reactants are: C[Si]([N-][Si](C)(C)C)(C)C.[Li+].F[C:12]1[C:13]([C:18]2[NH:19][C:20](=[O:30])[C:21]3[C:27]([O:28][CH3:29])=[CH:26][N:25]=[CH:24][C:22]=3[N:23]=2)=[N:14][CH:15]=[CH:16][CH:17]=1.[CH:31]([N:34]1[CH2:39][CH2:38][CH:37]([NH2:40])[CH2:36][CH2:35]1)([CH3:33])[CH3:32]. (6) Given the product [NH2:8][C@:9]([CH3:31])([CH2:15][CH2:16][C:17]1[CH:22]=[CH:21][C:20]([O:23][CH2:24][CH2:25][CH2:26][CH2:27][CH2:28][CH2:29][CH3:30])=[CH:19][CH:18]=1)[CH2:10][CH2:11][C:12]([OH:14])=[O:13], predict the reactants needed to synthesize it. The reactants are: C(OC([NH:8][C@:9]([CH3:31])([CH2:15][CH2:16][C:17]1[CH:22]=[CH:21][C:20]([O:23][CH2:24][CH2:25][CH2:26][CH2:27][CH2:28][CH2:29][CH3:30])=[CH:19][CH:18]=1)[CH2:10][CH2:11][C:12]([OH:14])=[O:13])=O)(C)(C)C.FC(F)(F)C(O)=O. (7) Given the product [Cl:1][C:2]1[CH:3]=[C:4]([NH:26][C:27]([C:29]2[S:33][C:32]3[CH:34]=[CH:35][C:36]([NH:38][S:39]([CH2:42][CH2:43][N:44]([CH3:46])[CH3:45])(=[O:40])=[O:41])=[CH:37][C:31]=3[CH:30]=2)=[O:28])[CH:5]=[C:6]([C:8]([C:11]2[CH:16]=[C:15]([O:17][C:18]([F:21])([F:19])[F:20])[CH:14]=[C:13]([O:22][CH:23]([CH3:24])[CH3:25])[CH:12]=2)([CH3:10])[CH3:9])[CH:7]=1, predict the reactants needed to synthesize it. The reactants are: [Cl:1][C:2]1[CH:3]=[C:4]([NH:26][C:27]([C:29]2[S:33][C:32]3[CH:34]=[CH:35][C:36]([NH:38][S:39]([CH:42]=[CH2:43])(=[O:41])=[O:40])=[CH:37][C:31]=3[CH:30]=2)=[O:28])[CH:5]=[C:6]([C:8]([C:11]2[CH:16]=[C:15]([O:17][C:18]([F:21])([F:20])[F:19])[CH:14]=[C:13]([O:22][CH:23]([CH3:25])[CH3:24])[CH:12]=2)([CH3:10])[CH3:9])[CH:7]=1.[NH:44]([CH3:46])[CH3:45]. (8) Given the product [CH3:13][O:4][C@:3]1([CH2:2][OH:1])[O:10][C@H:9]([CH2:11][OH:12])[C@@H:7]([OH:8])[C@@H:5]1[OH:6], predict the reactants needed to synthesize it. The reactants are: [OH:1][CH2:2][C:3]([C@H:5]([C@@H:7]([C@@H:9]([CH2:11][OH:12])[OH:10])[OH:8])[OH:6])=[O:4].[CH3:13]O. (9) The reactants are: [CH3:1][O:2][CH2:3][CH:4]([N:8]1[C:17]2[C:12](=[CH:13][C:14]([C:18]3[CH:19]=[N:20][C:21]([NH:33][C:34]([NH:36][CH2:37][CH3:38])=[O:35])=[CH:22][C:23]=3[C:24]3[S:25][CH:26]=[C:27]([C:29]([F:32])([F:31])[F:30])[N:28]=3)=[CH:15][CH:16]=2)[C:11](=[O:39])[C:10]([C:40]([OH:42])=O)=[CH:9]1)[CH2:5][O:6][CH3:7].F[P-](F)(F)(F)(F)F.[N:50]1(OC(N(C)C)=[N+](C)C)[C:54]2N=CC=CC=2N=N1.C(N(C(C)C)CC)(C)C.CN.C1COCC1. Given the product [CH3:1][O:2][CH2:3][CH:4]([N:8]1[C:17]2[C:12](=[CH:13][C:14]([C:18]3[CH:19]=[N:20][C:21]([NH:33][C:34]([NH:36][CH2:37][CH3:38])=[O:35])=[CH:22][C:23]=3[C:24]3[S:25][CH:26]=[C:27]([C:29]([F:32])([F:31])[F:30])[N:28]=3)=[CH:15][CH:16]=2)[C:11](=[O:39])[C:10]([C:40]([NH:50][CH3:54])=[O:42])=[CH:9]1)[CH2:5][O:6][CH3:7], predict the reactants needed to synthesize it. (10) Given the product [CH3:1][O:2][CH2:3][CH2:4][O:5][CH2:6][CH2:7][O:8][CH2:9][C:10]([O:12][CH2:14][C@H:15]1[O:19][C:18](=[O:20])[N:17]([C:21]2[CH:30]=[C:29]3[C:24]([CH:25]=[C:26]([C:32]4[CH:37]=[CH:36][CH:35]=[CH:34][C:33]=4[C:38]([F:40])([F:39])[F:41])[NH:27][C:28]3=[O:31])=[CH:23][CH:22]=2)[CH2:16]1)=[O:11], predict the reactants needed to synthesize it. The reactants are: [CH3:1][O:2][CH2:3][CH2:4][O:5][CH2:6][CH2:7][O:8][CH2:9][C:10]([OH:12])=[O:11].O[CH2:14][C@H:15]1[O:19][C:18](=[O:20])[N:17]([C:21]2[CH:30]=[C:29]3[C:24]([CH:25]=[C:26]([C:32]4[CH:37]=[CH:36][CH:35]=[CH:34][C:33]=4[C:38]([F:41])([F:40])[F:39])[NH:27][C:28]3=[O:31])=[CH:23][CH:22]=2)[CH2:16]1.